From a dataset of NCI-60 drug combinations with 297,098 pairs across 59 cell lines. Regression. Given two drug SMILES strings and cell line genomic features, predict the synergy score measuring deviation from expected non-interaction effect. (1) Drug 1: C1=C(C(=O)NC(=O)N1)F. Drug 2: CC12CCC3C(C1CCC2O)C(CC4=C3C=CC(=C4)O)CCCCCCCCCS(=O)CCCC(C(F)(F)F)(F)F. Cell line: CAKI-1. Synergy scores: CSS=21.7, Synergy_ZIP=5.42, Synergy_Bliss=3.03, Synergy_Loewe=4.46, Synergy_HSA=5.50. (2) Drug 1: CC1=C(C=C(C=C1)NC2=NC=CC(=N2)N(C)C3=CC4=NN(C(=C4C=C3)C)C)S(=O)(=O)N.Cl. Drug 2: CC1=C(N=C(N=C1N)C(CC(=O)N)NCC(C(=O)N)N)C(=O)NC(C(C2=CN=CN2)OC3C(C(C(C(O3)CO)O)O)OC4C(C(C(C(O4)CO)O)OC(=O)N)O)C(=O)NC(C)C(C(C)C(=O)NC(C(C)O)C(=O)NCCC5=NC(=CS5)C6=NC(=CS6)C(=O)NCCC[S+](C)C)O. Cell line: BT-549. Synergy scores: CSS=0.0940, Synergy_ZIP=-1.67, Synergy_Bliss=-4.88, Synergy_Loewe=-24.0, Synergy_HSA=-7.35. (3) Drug 1: CN1C2=C(C=C(C=C2)N(CCCl)CCCl)N=C1CCCC(=O)O.Cl. Drug 2: CCC1(C2=C(COC1=O)C(=O)N3CC4=CC5=C(C=CC(=C5CN(C)C)O)N=C4C3=C2)O.Cl. Cell line: HS 578T. Synergy scores: CSS=10.7, Synergy_ZIP=1.69, Synergy_Bliss=0.341, Synergy_Loewe=-10.7, Synergy_HSA=-0.591. (4) Drug 1: C1=NC2=C(N=C(N=C2N1C3C(C(C(O3)CO)O)F)Cl)N. Drug 2: COC1=C2C(=CC3=C1OC=C3)C=CC(=O)O2. Cell line: PC-3. Synergy scores: CSS=5.12, Synergy_ZIP=-1.40, Synergy_Bliss=3.83, Synergy_Loewe=-7.76, Synergy_HSA=1.54. (5) Drug 1: C1=CN(C(=O)N=C1N)C2C(C(C(O2)CO)O)O.Cl. Drug 2: CCCCC(=O)OCC(=O)C1(CC(C2=C(C1)C(=C3C(=C2O)C(=O)C4=C(C3=O)C=CC=C4OC)O)OC5CC(C(C(O5)C)O)NC(=O)C(F)(F)F)O. Cell line: HCC-2998. Synergy scores: CSS=66.0, Synergy_ZIP=-6.52, Synergy_Bliss=-8.42, Synergy_Loewe=-3.64, Synergy_HSA=-1.71. (6) Drug 1: CC1=C(C=C(C=C1)C(=O)NC2=CC(=CC(=C2)C(F)(F)F)N3C=C(N=C3)C)NC4=NC=CC(=N4)C5=CN=CC=C5. Drug 2: C1=CC=C(C(=C1)C(C2=CC=C(C=C2)Cl)C(Cl)Cl)Cl. Cell line: SF-268. Synergy scores: CSS=8.58, Synergy_ZIP=-3.39, Synergy_Bliss=-3.01, Synergy_Loewe=0.559, Synergy_HSA=-3.51. (7) Drug 1: COC1=C(C=C2C(=C1)N=CN=C2NC3=CC(=C(C=C3)F)Cl)OCCCN4CCOCC4. Drug 2: CC1=C(C(=CC=C1)Cl)NC(=O)C2=CN=C(S2)NC3=CC(=NC(=N3)C)N4CCN(CC4)CCO. Cell line: IGROV1. Synergy scores: CSS=70.6, Synergy_ZIP=7.83, Synergy_Bliss=7.41, Synergy_Loewe=14.0, Synergy_HSA=15.9.